This data is from Full USPTO retrosynthesis dataset with 1.9M reactions from patents (1976-2016). The task is: Predict the reactants needed to synthesize the given product. (1) Given the product [CH2:24]([C:26]1[CH:27]=[C:28]([NH:32][C:33]([NH:15][CH2:14][CH2:13][CH2:12][N:7]2[CH:6]([CH2:16][C:17]3[CH:18]=[CH:19][C:20]([F:23])=[CH:21][CH:22]=3)[CH2:5][C:4]3[C:9](=[CH:10][CH:11]=[C:2]([F:1])[CH:3]=3)[CH2:8]2)=[O:34])[CH:29]=[CH:30][CH:31]=1)[CH3:25], predict the reactants needed to synthesize it. The reactants are: [F:1][C:2]1[CH:3]=[C:4]2[C:9](=[CH:10][CH:11]=1)[CH2:8][N:7]([CH2:12][CH2:13][CH2:14][NH2:15])[CH:6]([CH2:16][C:17]1[CH:22]=[CH:21][C:20]([F:23])=[CH:19][CH:18]=1)[CH2:5]2.[CH2:24]([C:26]1[CH:27]=[C:28]([N:32]=[C:33]=[O:34])[CH:29]=[CH:30][CH:31]=1)[CH3:25]. (2) Given the product [F:20][C:21]1[CH:29]=[CH:28][CH:27]=[C:26]([F:30])[C:22]=1[C:23]([N:3]([CH2:1][CH3:2])[C:4]([N:5]([C:7]1[CH:12]=[CH:11][C:10]([S:13][C:14]([F:16])([F:15])[F:17])=[CH:9][C:8]=1[F:18])[CH3:6])=[O:19])=[O:24], predict the reactants needed to synthesize it. The reactants are: [CH2:1]([NH:3][C:4](=[O:19])[N:5]([C:7]1[CH:12]=[CH:11][C:10]([S:13][C:14]([F:17])([F:16])[F:15])=[CH:9][C:8]=1[F:18])[CH3:6])[CH3:2].[F:20][C:21]1[CH:29]=[CH:28][CH:27]=[C:26]([F:30])[C:22]=1[C:23](Cl)=[O:24].O.C(OCC)(=O)C. (3) Given the product [O:16]=[S:2]1(=[O:1])[CH2:6][CH2:5][CH2:4][N:3]1[C:7]1[CH:8]=[CH:9][C:10]([C:11]([N:31]2[CH2:30][CH2:29][N:28]([C:27]3[CH:26]=[CH:25][C:20]([C:21]([O:23][CH3:24])=[O:22])=[CH:19][C:18]=3[CH3:17])[CH2:33][CH2:32]2)=[O:13])=[CH:14][CH:15]=1, predict the reactants needed to synthesize it. The reactants are: [O:1]=[S:2]1(=[O:16])[CH2:6][CH2:5][CH2:4][N:3]1[C:7]1[CH:15]=[CH:14][C:10]([C:11]([OH:13])=O)=[CH:9][CH:8]=1.[CH3:17][C:18]1[CH:19]=[C:20]([CH:25]=[CH:26][C:27]=1[N:28]1[CH2:33][CH2:32][NH:31][CH2:30][CH2:29]1)[C:21]([O:23][CH3:24])=[O:22]. (4) Given the product [Cl:1][CH2:2][CH2:3][CH2:4][CH2:5][CH:6]([NH:10][C:11]([C:13]1[CH:18]=[CH:17][C:16]([CH3:19])=[CH:15][CH:14]=1)=[O:12])[C:7](=[O:9])[CH2:20][CH3:21], predict the reactants needed to synthesize it. The reactants are: [Cl:1][CH2:2][CH2:3][CH2:4][CH2:5][CH:6]([NH:10][C:11]([C:13]1[CH:18]=[CH:17][C:16]([CH3:19])=[CH:15][CH:14]=1)=[O:12])[C:7]([OH:9])=O.[C:20](OC(=O)CC)(=O)[CH2:21]C.O. (5) Given the product [Br:3][C:4]1[CH:9]=[C:8]([Cl:10])[CH:7]=[CH:6][C:5]=1[CH2:11][Br:1], predict the reactants needed to synthesize it. The reactants are: [Br:1]Br.[Br:3][C:4]1[CH:9]=[C:8]([Cl:10])[CH:7]=[CH:6][C:5]=1[CH3:11]. (6) Given the product [CH3:1][O:2][C:3]1[N:4]=[CH:5][C:6]2[N:10]=[CH:13][NH:9][C:7]=2[CH:8]=1, predict the reactants needed to synthesize it. The reactants are: [CH3:1][O:2][C:3]1[CH:8]=[C:7]([NH2:9])[C:6]([N+:10]([O-])=O)=[CH:5][N:4]=1.[CH3:13]O. (7) Given the product [NH2:1][C:2]1[N:7]=[C:6]([N:8]2[CH2:13][CH2:12][CH2:11][C@H:10]([C:14]([NH:44][C:43]3[CH:45]=[CH:46][CH:47]=[C:41]([F:40])[CH:42]=3)=[O:16])[CH2:9]2)[CH:5]=[C:4]([C:17]2[CH:22]=[CH:21][C:20]([C:23]#[N:24])=[C:19]([F:25])[CH:18]=2)[N:3]=1, predict the reactants needed to synthesize it. The reactants are: [NH2:1][C:2]1[N:7]=[C:6]([N:8]2[CH2:13][CH2:12][CH2:11][C@H:10]([C:14]([OH:16])=O)[CH2:9]2)[CH:5]=[C:4]([C:17]2[CH:22]=[CH:21][C:20]([C:23]#[N:24])=[C:19]([F:25])[CH:18]=2)[N:3]=1.C(Cl)CCl.C1C=CC2N(O)N=NC=2C=1.[F:40][C:41]1[CH:42]=[C:43]([CH:45]=[CH:46][CH:47]=1)[NH2:44]. (8) The reactants are: [CH3:1][CH:2]1[CH2:7][CH2:6][N:5]([C:8]2[CH:9]=[C:10]([N:17]3[CH2:22][CH2:21][O:20][CH2:19][CH2:18]3)[CH:11]=[CH:12][C:13]=2[N+:14]([O-])=O)[CH2:4][CH2:3]1.NC1C=CC=CC=1.[C:30]([C:32]1[O:36][C:35]([C:37](O)=[O:38])=[CH:34][CH:33]=1)#[N:31].C(Cl)(=O)C(Cl)=O.ON1C(=O)CCC1=O.CCN(C(C)C)C(C)C. Given the product [CH3:1][CH:2]1[CH2:7][CH2:6][N:5]([C:8]2[CH:9]=[C:10]([N:17]3[CH2:22][CH2:21][O:20][CH2:19][CH2:18]3)[CH:11]=[CH:12][C:13]=2[NH:14][C:37]([C:35]2[O:36][C:32]([C:30]#[N:31])=[CH:33][CH:34]=2)=[O:38])[CH2:4][CH2:3]1, predict the reactants needed to synthesize it.